Predict the reaction yield, written as a fraction of the theoretical maximum amount of product (1.0 means a 100% yield; for example, 0.34 means a 34% yield). From a dataset of Reaction yield outcomes from USPTO patents with 853,638 reactions. (1) The reactants are [N+:1]([C:4]1[CH:5]=[C:6]2[C:10](=[CH:11][CH:12]=1)[C:9](=[O:13])[NH:8][C:7]2=[O:14])([O-:3])=[O:2].C(=O)([O-])[O-].[K+].[K+].Br[CH2:22][C:23]([O:25][C:26]([CH3:29])([CH3:28])[CH3:27])=[O:24]. The catalyst is C(#N)C.CN(C=O)C. The product is [N+:1]([C:4]1[CH:5]=[C:6]2[C:10](=[CH:11][CH:12]=1)[C:9](=[O:13])[N:8]([CH2:22][C:23]([O:25][C:26]([CH3:29])([CH3:28])[CH3:27])=[O:24])[C:7]2=[O:14])([O-:3])=[O:2]. The yield is 0.960. (2) The reactants are C1(C)C=CC=CC=1P(C1C=CC=CC=1C)C1C=CC=CC=1C.C([Zn]CC)C.Br[C:29]1[CH:30]=[C:31]2[C:36](=[CH:37][CH:38]=1)[CH2:35][CH:34]([NH:39][C:40]([C:42]1[CH:47]=[CH:46][C:45]([C:48]3[CH:53]=[CH:52][C:51]([F:54])=[CH:50][CH:49]=3)=[CH:44][CH:43]=1)=[O:41])[CH2:33][CH2:32]2.[CH3:55][N:56]1CCCC1=O. The catalyst is CC([O-])=O.CC([O-])=O.[Pd+2].[C-]#N.[C-]#N.[Zn+2]. The product is [C:55]([C:29]1[CH:30]=[C:31]2[C:36](=[CH:37][CH:38]=1)[CH2:35][CH:34]([NH:39][C:40]([C:42]1[CH:47]=[CH:46][C:45]([C:48]3[CH:53]=[CH:52][C:51]([F:54])=[CH:50][CH:49]=3)=[CH:44][CH:43]=1)=[O:41])[CH2:33][CH2:32]2)#[N:56]. The yield is 1.00. (3) The reactants are Br[C:2]1[CH:3]=[N:4][CH:5]=[CH:6][CH:7]=1.[C:8]1(B2OC(C)(C)C(C)(C)O2)[CH2:13][CH2:12][CH2:11][CH2:10][CH:9]=1.C(=O)([O-])[O-].[Cs+].[Cs+]. The catalyst is O1CCOCC1.O.C1C=CC([P]([Pd]([P](C2C=CC=CC=2)(C2C=CC=CC=2)C2C=CC=CC=2)([P](C2C=CC=CC=2)(C2C=CC=CC=2)C2C=CC=CC=2)[P](C2C=CC=CC=2)(C2C=CC=CC=2)C2C=CC=CC=2)(C2C=CC=CC=2)C2C=CC=CC=2)=CC=1. The product is [C:8]1([C:2]2[CH:3]=[N:4][CH:5]=[CH:6][CH:7]=2)[CH2:13][CH2:12][CH2:11][CH2:10][CH:9]=1. The yield is 0.990. (4) The reactants are C[O:2][C:3](=[O:50])[C:4]1[CH:9]=[CH:8][CH:7]=[CH:6][C:5]=1[O:10][C:11]1[CH:16]=[CH:15][CH:14]=[C:13]([O:17][CH2:18][CH2:19][CH2:20][O:21][C:22]2[CH:27]=[C:26]([O:28]CC3C=CC=CC=3)[C:25](B3OC(C)(C)C(C)(C)O3)=[CH:24][C:23]=2[CH2:45][CH3:46])[C:12]=1[CH2:47][CH2:48][CH3:49].Br[C:52]1[S:53][CH:54]=[CH:55][N:56]=1.C(=O)([O-])[O-].[Cs+].[Cs+]. The catalyst is C1C=CC(P(C2C=CC=CC=2)[C-]2C=CC=C2)=CC=1.C1C=CC(P(C2C=CC=CC=2)[C-]2C=CC=C2)=CC=1.Cl[Pd]Cl.[Fe+2]. The product is [CH2:45]([C:23]1[CH:24]=[C:25]([C:52]2[S:53][CH:54]=[CH:55][N:56]=2)[C:26]([OH:28])=[CH:27][C:22]=1[O:21][CH2:20][CH2:19][CH2:18][O:17][C:13]1[C:12]([CH2:47][CH2:48][CH3:49])=[C:11]([CH:16]=[CH:15][CH:14]=1)[O:10][C:5]1[CH:6]=[CH:7][CH:8]=[CH:9][C:4]=1[C:3]([OH:50])=[O:2])[CH3:46]. The yield is 0.310.